This data is from Catalyst prediction with 721,799 reactions and 888 catalyst types from USPTO. The task is: Predict which catalyst facilitates the given reaction. (1) Reactant: [C:1]1([CH2:7][O:8][C:9]2[CH:14]=[CH:13][C:12]([C:15]([F:18])([F:17])[F:16])=[CH:11][C:10]=2[C:19]2(O)[CH2:24][CH2:23][CH2:22][CH2:21][CH2:20]2)[CH:6]=[CH:5][CH:4]=[CH:3][CH:2]=1.C1(C)C=CC(S(O)(=O)=O)=CC=1. Product: [C:19]1([C:10]2[CH:11]=[C:12]([C:15]([F:16])([F:17])[F:18])[CH:13]=[CH:14][C:9]=2[O:8][CH2:7][C:1]2[CH:6]=[CH:5][CH:4]=[CH:3][CH:2]=2)[CH2:24][CH2:23][CH2:22][CH2:21][CH:20]=1. The catalyst class is: 11. (2) Reactant: [C:1]([C:3]1[CH:8]=[CH:7][CH:6]=[CH:5][C:4]=1[C:9]1[CH:14]=[CH:13][C:12]([CH2:15][C:16]2[C:17](=[O:39])[N:18]([C@@H:28]3[CH2:31][C@H:30]([O:32][CH2:33]C(OCC)=O)[CH2:29]3)[C:19]3[N:20]([N:25]=[CH:26][N:27]=3)[C:21]=2[CH2:22][CH2:23][CH3:24])=[CH:11][CH:10]=1)#[N:2].C[Mg]Br.[Cl-].[NH4+]. Product: [OH:32][C:30]([CH3:31])([CH3:29])[CH2:33][O:32][C@@H:30]1[CH2:31][C@H:28]([N:18]2[C:17](=[O:39])[C:16]([CH2:15][C:12]3[CH:13]=[CH:14][C:9]([C:4]4[C:3]([C:1]#[N:2])=[CH:8][CH:7]=[CH:6][CH:5]=4)=[CH:10][CH:11]=3)=[C:21]([CH2:22][CH2:23][CH3:24])[N:20]3[N:25]=[CH:26][N:27]=[C:19]23)[CH2:29]1. The catalyst class is: 7. (3) Reactant: [CH3:1][N:2]1[CH:6]=[C:5]([C:7]2[N:8]=[C:9]3[C:15]([CH:16]=[O:17])=[CH:14][N:13]([CH2:18][O:19][CH2:20][CH2:21][Si:22]([CH3:25])([CH3:24])[CH3:23])[C:10]3=[N:11][CH:12]=2)[C:4]([CH3:26])=[N:3]1.S(=O)(=O)([OH:29])N.[O-]Cl=O.[Na+].OP([O-])(O)=O.[K+]. Product: [CH3:1][N:2]1[CH:6]=[C:5]([C:7]2[N:8]=[C:9]3[C:15]([C:16]([OH:29])=[O:17])=[CH:14][N:13]([CH2:18][O:19][CH2:20][CH2:21][Si:22]([CH3:25])([CH3:24])[CH3:23])[C:10]3=[N:11][CH:12]=2)[C:4]([CH3:26])=[N:3]1. The catalyst class is: 38. (4) Reactant: [N:1]1[CH:6]=[CH:5][CH:4]=[C:3]([C:7]2[S:8][C:9]([C:12]3[N:17]=[C:16]([C:18]4[N:23]=[CH:22][CH:21]=[CH:20][N:19]=4)[CH:15]=[CH:14][CH:13]=3)=[CH:10][N:11]=2)[CH:2]=1.[B-](F)(F)(F)[F:25].[B-](F)(F)(F)F.C1[N+]2(CCl)CC[N+](F)(CC2)C1.S([O-])([O-])(=O)=O.[Na+].[Na+]. Product: [F:25][C:10]1[N:11]=[C:7]([C:3]2[CH:2]=[N:1][CH:6]=[CH:5][CH:4]=2)[S:8][C:9]=1[C:12]1[N:17]=[C:16]([C:18]2[N:23]=[CH:22][CH:21]=[CH:20][N:19]=2)[CH:15]=[CH:14][CH:13]=1. The catalyst class is: 10. (5) Reactant: [CH3:1][CH:2]([C@H:4]([NH:8][C:9]([O:11][C:12]([CH3:15])([CH3:14])[CH3:13])=[O:10])[C:5]([OH:7])=O)[CH3:3].CN1CCOCC1.[NH2:23][C@H:24]([C:29]([N:31]1[CH2:45][CH2:44][CH2:43][C@H:32]1[C:33]([O:35][CH2:36][C:37]1[CH:42]=[CH:41][CH:40]=[CH:39][CH:38]=1)=[O:34])=[O:30])[CH2:25][CH:26]([CH3:28])[CH3:27].C1C=CC2N(O)N=NC=2C=1.C1CCC(N=C=NC2CCCCC2)CC1. Product: [NH:8]([C:9]([O:11][C:12]([CH3:15])([CH3:14])[CH3:13])=[O:10])[C@H:4]([C:5]([NH:23][C@H:24]([C:29]([N:31]1[CH2:45][CH2:44][CH2:43][C@H:32]1[C:33]([O:35][CH2:36][C:37]1[CH:38]=[CH:39][CH:40]=[CH:41][CH:42]=1)=[O:34])=[O:30])[CH2:25][CH:26]([CH3:27])[CH3:28])=[O:7])[CH:2]([CH3:1])[CH3:3]. The catalyst class is: 91.